This data is from Forward reaction prediction with 1.9M reactions from USPTO patents (1976-2016). The task is: Predict the product of the given reaction. (1) Given the reactants [NH2:1][C:2]1[CH:7]=[C:6]([Br:8])[CH:5]=[CH:4][C:3]=1[OH:9].[CH:10](OC)(OC)OC, predict the reaction product. The product is: [Br:8][C:6]1[CH:5]=[CH:4][C:3]2[O:9][CH:10]=[N:1][C:2]=2[CH:7]=1. (2) Given the reactants Cl[C:2]1[CH:7]=[CH:6][N:5]=[C:4]2[N:8]([CH2:13][O:14][CH2:15][CH2:16][Si:17]([CH3:20])([CH3:19])[CH3:18])[CH:9]=[C:10]([C:11]#[N:12])[C:3]=12.[Cl:21][C:22]1[CH:27]=[C:26]([Cl:28])[C:25]([O:29][CH3:30])=[CH:24][C:23]=1B(O)O.P([O-])([O-])([O-])=O.[K+].[K+].[K+], predict the reaction product. The product is: [Cl:21][C:22]1[CH:27]=[C:26]([Cl:28])[C:25]([O:29][CH3:30])=[CH:24][C:23]=1[C:2]1[CH:7]=[CH:6][N:5]=[C:4]2[N:8]([CH2:13][O:14][CH2:15][CH2:16][Si:17]([CH3:20])([CH3:19])[CH3:18])[CH:9]=[C:10]([C:11]#[N:12])[C:3]=12. (3) Given the reactants Cl.[Cl:2][C:3]1[CH:26]=[CH:25][C:6]2[N:7]3[C:11]([CH2:12][NH:13][CH2:14][C:5]=2[CH:4]=1)=[N:10][N:9]=[C:8]3[C@H:15]1[CH2:20][CH2:19][C@H:18]([O:21][CH:22]([CH3:24])[CH3:23])[CH2:17][CH2:16]1.C(N(CC)CC)C.[CH3:34][N:35]([CH3:40])[S:36](Cl)(=[O:38])=[O:37], predict the reaction product. The product is: [CH3:34][N:35]([CH3:40])[S:36]([N:13]1[CH2:14][C:5]2[CH:4]=[C:3]([Cl:2])[CH:26]=[CH:25][C:6]=2[N:7]2[C:11](=[N:10][N:9]=[C:8]2[C@H:15]2[CH2:16][CH2:17][C@H:18]([O:21][CH:22]([CH3:24])[CH3:23])[CH2:19][CH2:20]2)[CH2:12]1)(=[O:38])=[O:37]. (4) Given the reactants [CH2:1]([C@:3]1([OH:29])[C:26]2[CH:25]=[C:24]3[N:10]([CH2:11][C:12]4[C:13]3=[N:14][C:15]3[CH:16]=[C:17]([F:23])[C:18]([F:22])=[CH:19][C:20]=3[CH:21]=4)[C:9](=[O:27])[C:8]=2[CH2:7][O:6][C:5](=[O:28])[CH2:4]1)[CH3:2].[CH:30](=O)[CH2:31][CH2:32][CH2:33]C.OO, predict the reaction product. The product is: [CH2:30]([C:21]1[C:20]2[CH:19]=[C:18]([F:22])[C:17]([F:23])=[CH:16][C:15]=2[N:14]=[C:13]2[C:24]3[N:10]([CH2:11][C:12]=12)[C:9](=[O:27])[C:8]1[CH2:7][O:6][C:5](=[O:28])[CH2:4][C@@:3]([CH2:1][CH3:2])([OH:29])[C:26]=1[CH:25]=3)[CH2:31][CH2:32][CH3:33]. (5) The product is: [CH3:26][N:27]([C@H:28]([C:30]1[CH:35]=[CH:34][CH:33]=[CH:32][CH:31]=1)[CH3:29])[C:2]1[C:3](=[O:16])[NH:4][C:5]2[C:10]([N:11]=1)=[CH:9][C:8]([C:12]([O:14][CH3:15])=[O:13])=[CH:7][CH:6]=2. Given the reactants Cl[C:2]1[C:3](=[O:16])[NH:4][C:5]2[C:10]([N:11]=1)=[CH:9][C:8]([C:12]([O:14][CH3:15])=[O:13])=[CH:7][CH:6]=2.CCN(C(C)C)C(C)C.[CH3:26][NH:27][C@H:28]([C:30]1[CH:35]=[CH:34][CH:33]=[CH:32][CH:31]=1)[CH3:29], predict the reaction product. (6) Given the reactants [CH2:1]([NH:8][C:9]1[CH:18]=[C:17]2[C:12]([N:13]=[C:14](Cl)[C:15]3[N:16]2[CH:19]=[CH:20][N:21]=3)=[CH:11][C:10]=1[C:23]([F:26])([F:25])[F:24])[C:2]1[CH:7]=[CH:6][CH:5]=[CH:4][CH:3]=1.[CH2:27]([CH2:30][OH:31])[CH2:28][NH2:29].C(N(C(C)C)CC)(C)C, predict the reaction product. The product is: [CH2:1]([NH:8][C:9]1[CH:18]=[C:17]2[C:12]([N:13]=[C:14]([NH:29][CH2:28][CH2:27][CH2:30][OH:31])[C:15]3[N:16]2[CH:19]=[CH:20][N:21]=3)=[CH:11][C:10]=1[C:23]([F:26])([F:25])[F:24])[C:2]1[CH:7]=[CH:6][CH:5]=[CH:4][CH:3]=1. (7) Given the reactants [Cl:1][C:2]1[CH:3]=[C:4]([CH:17]=[CH:18][C:19]=1[Cl:20])[CH2:5][NH:6][C:7]1[CH:16]=[CH:15][C:10]([C:11](OC)=[O:12])=[CH:9][N:8]=1.CC(C[AlH]CC(C)C)C, predict the reaction product. The product is: [Cl:1][C:2]1[CH:3]=[C:4]([CH:17]=[CH:18][C:19]=1[Cl:20])[CH2:5][NH:6][C:7]1[N:8]=[CH:9][C:10]([CH2:11][OH:12])=[CH:15][CH:16]=1. (8) Given the reactants [F:1][C:2]1[CH:7]=[CH:6][C:5]([CH:8]=[C:9]([C:12]2[CH:13]=[CH:14][C:15]3[O:20][CH2:19][C:18](=[O:21])[NH:17][C:16]=3[CH:22]=2)[CH:10]=O)=[CH:4][CH:3]=1.[NH2:23][C:24]([NH2:26])=[S:25].Cl.C([O-])(O)=O.[Na+], predict the reaction product. The product is: [NH2:26][C:24]1[S:25][CH:8]([C:5]2[CH:6]=[CH:7][C:2]([F:1])=[CH:3][CH:4]=2)[C:9]([C:12]2[CH:13]=[CH:14][C:15]3[O:20][CH2:19][C:18](=[O:21])[NH:17][C:16]=3[CH:22]=2)=[CH:10][N:23]=1. (9) Given the reactants C(OC([N:8]1[CH2:13][CH2:12][N:11]([C:14]([C:16]2[CH:21]([C:22]3[CH:27]=[CH:26][CH:25]=[C:24]([Cl:28])[CH:23]=3)[C:20]([C:29]([O:31][CH2:32][CH2:33][CH:34]([C:41]3[CH:46]=[CH:45][CH:44]=[CH:43][CH:42]=3)[C:35]3[CH:40]=[CH:39][CH:38]=[CH:37][CH:36]=3)=[O:30])=[C:19]([CH3:47])[NH:18][C:17]=2[CH3:48])=[O:15])[CH2:10][CH2:9]1)=O)(C)(C)C.FC(F)(F)C([O-])=O, predict the reaction product. The product is: [C:41]1([CH:34]([C:35]2[CH:36]=[CH:37][CH:38]=[CH:39][CH:40]=2)[CH2:33][CH2:32][O:31][C:29](=[O:30])[C:20]2[C:21]([C:22]3[CH:27]=[CH:26][CH:25]=[C:24]([Cl:28])[CH:23]=3)=[C:16]([C:14]([N:11]3[CH2:10][CH2:9][NH:8][CH2:13][CH2:12]3)=[O:15])[C:17]([CH3:48])=[N:18][C:19]=2[CH3:47])[CH:46]=[CH:45][CH:44]=[CH:43][CH:42]=1.